Dataset: TCR-epitope binding with 47,182 pairs between 192 epitopes and 23,139 TCRs. Task: Binary Classification. Given a T-cell receptor sequence (or CDR3 region) and an epitope sequence, predict whether binding occurs between them. The TCR CDR3 sequence is CATSEGDRGRFSEQFF. The epitope is YLKLTDNVYIK. Result: 0 (the TCR does not bind to the epitope).